Dataset: HIV replication inhibition screening data with 41,000+ compounds from the AIDS Antiviral Screen. Task: Binary Classification. Given a drug SMILES string, predict its activity (active/inactive) in a high-throughput screening assay against a specified biological target. The drug is Cc1ccc2c(c1)C(=O)C1(C2)Cc2ccc(C)cc2C1=O. The result is 0 (inactive).